Dataset: Catalyst prediction with 721,799 reactions and 888 catalyst types from USPTO. Task: Predict which catalyst facilitates the given reaction. (1) Reactant: [C:1]([O:5][C@@H:6]([C:12]1[C:21]([CH3:22])=[CH:20][C:19]2[C:14](=[CH:15][C:16]([C:23]#[C:24][C:25]([C:28]3[CH:33]=[CH:32][C:31]([F:34])=[CH:30][CH:29]=3)([OH:27])[CH3:26])=[CH:17][CH:18]=2)[C:13]=1[C:35]1[CH:40]=[CH:39][C:38]([Cl:41])=[CH:37][CH:36]=1)[C:7]([O:9]CC)=[O:8])([CH3:4])([CH3:3])[CH3:2].[OH-].[Na+]. Product: [C:1]([O:5][C@@H:6]([C:12]1[C:21]([CH3:22])=[CH:20][C:19]2[C:14](=[CH:15][C:16]([C:23]#[C:24][C:25]([C:28]3[CH:29]=[CH:30][C:31]([F:34])=[CH:32][CH:33]=3)([OH:27])[CH3:26])=[CH:17][CH:18]=2)[C:13]=1[C:35]1[CH:40]=[CH:39][C:38]([Cl:41])=[CH:37][CH:36]=1)[C:7]([OH:9])=[O:8])([CH3:2])([CH3:3])[CH3:4]. The catalyst class is: 87. (2) Reactant: [CH2:1]([NH:3][C:4](=[O:25])[NH:5][C:6]1[CH:16]=[C:15]([NH:17][C:18]2[CH:19]=[C:20]([CH3:24])[CH:21]=[CH:22][CH:23]=2)[C:9]([C:10]([O:12]CC)=[O:11])=[CH:8][N:7]=1)[CH3:2].Cl. Product: [CH2:1]([NH:3][C:4](=[O:25])[NH:5][C:6]1[CH:16]=[C:15]([NH:17][C:18]2[CH:19]=[C:20]([CH3:24])[CH:21]=[CH:22][CH:23]=2)[C:9]([C:10]([OH:12])=[O:11])=[CH:8][N:7]=1)[CH3:2]. The catalyst class is: 74. (3) Reactant: [Br:1][C:2]1[CH:3]=[CH:4][C:5]([Cl:10])=[C:6]([CH2:8][NH2:9])[CH:7]=1.[C:11](Cl)(=[O:14])[O:12][CH3:13]. Product: [Br:1][C:2]1[CH:3]=[CH:4][C:5]([Cl:10])=[C:6]([CH:7]=1)[CH2:8][NH:9][C:11](=[O:14])[O:12][CH3:13]. The catalyst class is: 2. (4) Reactant: [ClH:1].[CH2:2]([N:4]([CH2:7][C:8]1[N:13]=[C:12]([NH:14][C:15]([NH:17][C:18]2[N:19]=[C:20]([CH:23]3[CH2:28][CH2:27][NH:26][CH2:25][CH2:24]3)[S:21][CH:22]=2)=[O:16])[CH:11]=[CH:10][CH:9]=1)[CH2:5][CH3:6])[CH3:3].CO. Product: [ClH:1].[CH2:2]([N:4]([CH2:7][C:8]1[N:13]=[C:12]([NH:14][C:15]([NH:17][C:18]2[N:19]=[C:20]([CH:23]3[CH2:28][CH2:27][NH:26][CH2:25][CH2:24]3)[S:21][CH:22]=2)=[O:16])[CH:11]=[CH:10][CH:9]=1)[CH2:5][CH3:6])[CH3:3]. The catalyst class is: 28. (5) Reactant: [C:1]([C:4]1[CH:9]=[N:8][NH:7][C:6](=[O:10])[C:5]=1[C:11]1[CH:16]=[CH:15][CH:14]=[CH:13][CH:12]=1)(=[O:3])[CH3:2].C(=O)([O-])[O-].[K+].[K+].Cl.Cl[CH2:25][CH2:26][N:27]1[CH2:32][CH2:31][O:30][CH2:29][CH2:28]1. Product: [C:1]([C:4]1[CH:9]=[N:8][N:7]([CH2:25][CH2:26][N:27]2[CH2:32][CH2:31][O:30][CH2:29][CH2:28]2)[C:6](=[O:10])[C:5]=1[C:11]1[CH:16]=[CH:15][CH:14]=[CH:13][CH:12]=1)(=[O:3])[CH3:2]. The catalyst class is: 3. (6) Reactant: [C:1]([O:4][C:5]1[C:6](=[CH:10][CH:11]=[CH:12][CH:13]=1)[C:7]([OH:9])=[O:8])(=[O:3])[CH3:2].[Cl:14][CH2:15][C:16]1[CH:21]=[CH:20][CH:19]=[C:18]([CH2:22]Cl)[N:17]=1. Product: [Cl:14][CH2:15][C:16]1[N:17]=[C:18]([CH3:22])[C:19]([O:8][C:7](=[O:9])[C:6]2[CH:10]=[CH:11][CH:12]=[CH:13][C:5]=2[O:4][C:1](=[O:3])[CH3:2])=[CH:20][CH:21]=1. The catalyst class is: 369. (7) Reactant: [F:1][C:2]1[C:7]([O:8][CH3:9])=[CH:6][C:5]([O:10][CH3:11])=[C:4]([F:12])[C:3]=1[N:13]1[CH2:18][C:17]2[CH:19]=[N:20][C:21]3[N:25](S(C4C=CC=CC=4)(=O)=O)[C:24]([CH2:35][N:36]4[CH2:41][CH2:40][O:39][CH2:38][CH2:37]4)=[CH:23][C:22]=3[C:16]=2[N:15]([CH2:42][CH3:43])[C:14]1=[O:44].[F-].C([N+](CCCC)(CCCC)CCCC)CCC. Product: [F:1][C:2]1[C:7]([O:8][CH3:9])=[CH:6][C:5]([O:10][CH3:11])=[C:4]([F:12])[C:3]=1[N:13]1[CH2:18][C:17]2[CH:19]=[N:20][C:21]3[NH:25][C:24]([CH2:35][N:36]4[CH2:37][CH2:38][O:39][CH2:40][CH2:41]4)=[CH:23][C:22]=3[C:16]=2[N:15]([CH2:42][CH3:43])[C:14]1=[O:44]. The catalyst class is: 7.